From a dataset of Reaction yield outcomes from USPTO patents with 853,638 reactions. Predict the reaction yield, written as a fraction of the theoretical maximum amount of product (1.0 means a 100% yield; for example, 0.34 means a 34% yield). (1) The reactants are [CH3:1][C:2]1[CH:3]=[C:4]([C:9]2[N:13]([CH3:14])[N:12]=[C:11]([C:15](=O)[CH3:16])[C:10]=2[OH:18])[CH:5]=[CH:6][C:7]=1[CH3:8].[NH:19]([C:21]([NH:23][C:24]1[CH:32]=[CH:31][C:27]([C:28]([OH:30])=[O:29])=[CH:26][CH:25]=1)=[S:22])[NH2:20].CN(C)C=O. The catalyst is Cl.O. The product is [CH3:1][C:2]1[CH:3]=[C:4]([C:9]2[N:13]([CH3:14])[N:12]=[C:11]([C:15](=[N:20][NH:19][C:21]([NH:23][C:24]3[CH:32]=[CH:31][C:27]([C:28]([OH:30])=[O:29])=[CH:26][CH:25]=3)=[S:22])[CH3:16])[C:10]=2[OH:18])[CH:5]=[CH:6][C:7]=1[CH3:8]. The yield is 0.680. (2) The reactants are [CH:1]1[C:5]2=[C:6](O)[C:7]3[CH:14]=[CH:13][C:11](=[O:12])[O:10][C:8]=3[CH:9]=[C:4]2[O:3][CH:2]=1.[C:16]([O-])([O-])=[O:17].[K+].[K+].[I-].[Na+].P(O)([O-])([O-])=[O:25].[Na+].[Na+].[CH3:31][C:32]([CH3:34])=[O:33]. No catalyst specified. The product is [CH3:16][O:17][C:31](=[O:25])[CH:32]([O:33][C:6]1[C:5]2[CH:1]=[CH:2][O:3][C:4]=2[CH:9]=[C:8]2[C:7]=1[CH:14]=[CH:13][C:11](=[O:12])[O:10]2)[CH3:34]. The yield is 0.385. (3) The reactants are Cl[C:2]1[N:7]=[C:6]([Cl:8])[N:5]=[C:4]([Cl:9])[N:3]=1.[CH3:10][O:11][C:12]1[CH:29]=[CH:28][C:15]2[CH2:16][NH:17][CH2:18][CH2:19][C@@:20]34[C@@H:25]([O:26][C:13]=1[C:14]=23)[CH2:24][C@@H:23]([OH:27])[CH:22]=[CH:21]4.[OH-].[Na+]. The catalyst is CC(C)=O. The product is [Cl:9][C:4]1[N:5]=[C:6]([Cl:8])[N:7]=[C:2]([N:17]2[CH2:18][CH2:19][C:20]34[CH:21]=[CH:22][C@H:23]([OH:27])[CH2:24][CH:25]3[O:26][C:13]3=[C:12]([O:11][CH3:10])[CH:29]=[CH:28][C:15](=[C:14]43)[CH2:16]2)[N:3]=1. The yield is 0.595. (4) The reactants are [Br:1][C:2]1[S:6][C:5]([C:7]2[CH:12]=[CH:11][C:10]([C:13]3[CH:18]=[CH:17][C:16]([C:19]4([C:22]([O:24][CH2:25][CH3:26])=[O:23])[CH2:21][CH2:20]4)=[CH:15][CH:14]=3)=[CH:9][CH:8]=2)=[C:4](C(O)=O)[CH:3]=1.C([N:32]([CH2:35]C)CC)C.C1(P(N=[N+]=[N-])(C2C=CC=CC=2)=[O:44])C=CC=CC=1.[Cl:54][C:55]1[CH:60]=[CH:59][CH:58]=[CH:57][C:56]=1[CH:61]([OH:63])[CH3:62]. The catalyst is C1(C)C=CC=CC=1.C(OCC)(=O)C.O. The product is [CH2:25]([O:24][C:22]([C:19]1([C:16]2[CH:15]=[CH:14][C:13]([C:10]3[CH:9]=[CH:8][C:7]([C:5]4[S:6][C:2]([Br:1])=[CH:3][C:4]=4[NH:32][C:35]([O:63][CH:61]([C:56]4[CH:57]=[CH:58][CH:59]=[CH:60][C:55]=4[Cl:54])[CH3:62])=[O:44])=[CH:12][CH:11]=3)=[CH:18][CH:17]=2)[CH2:20][CH2:21]1)=[O:23])[CH3:26]. The yield is 0.690. (5) The reactants are Cl[C:2]1[N:3]=[CH:4][C:5]2[N:6]([CH3:19])[C:7](=[O:18])[C:8]3([CH2:17][CH2:16]3)[CH2:9][N:10]([CH:13]([CH3:15])[CH3:14])[C:11]=2[N:12]=1.[NH2:20][C:21]1[C:35]([Cl:36])=[CH:34][C:24]([C:25]([NH:27][C@@H:28]2[CH2:32][CH2:31][N:30]([CH3:33])[CH2:29]2)=[O:26])=[C:23]([F:37])[CH:22]=1.CC1(C)C2C(=C(P(C3C=CC=CC=3)C3C=CC=CC=3)C=CC=2)OC2C(P(C3C=CC=CC=3)C3C=CC=CC=3)=CC=CC1=2.C(=O)([O-])[O-].[Cs+].[Cs+]. The catalyst is O1CCOCC1.[Pd+2].C(=CC(C=CC1C=CC=CC=1)=O)C1C=CC=CC=1.C(=CC(C=CC1C=CC=CC=1)=O)C1C=CC=CC=1.C(=CC(C=CC1C=CC=CC=1)=O)C1C=CC=CC=1. The product is [Cl:36][C:35]1[C:21]([NH:20][C:2]2[N:3]=[CH:4][C:5]3[N:6]([CH3:19])[C:7](=[O:18])[C:8]4([CH2:17][CH2:16]4)[CH2:9][N:10]([CH:13]([CH3:15])[CH3:14])[C:11]=3[N:12]=2)=[CH:22][C:23]([F:37])=[C:24]([CH:34]=1)[C:25]([NH:27][C@@H:28]1[CH2:32][CH2:31][N:30]([CH3:33])[CH2:29]1)=[O:26]. The yield is 0.900. (6) The reactants are [Br:1][C:2]1[S:3][C:4]([C:15]([OH:17])=O)=[C:5]([C:7]2[CH:12]=[CH:11][C:10]([Cl:13])=[CH:9][C:8]=2[Cl:14])[N:6]=1.C1C=[CH:20][C:21]2N(O)N=[N:24][C:22]=2C=1.Cl.CN(C)CCCN=C=NCC.C(N)C=C. The catalyst is ClCCl.O. The product is [CH2:22]([NH:24][C:15]([C:4]1[S:3][C:2]([Br:1])=[N:6][C:5]=1[C:7]1[CH:12]=[CH:11][C:10]([Cl:13])=[CH:9][C:8]=1[Cl:14])=[O:17])[CH:21]=[CH2:20]. The yield is 0.820. (7) The reactants are [CH2:1]([O:8][C:9]1[CH:10]=[C:11]([CH:16]=[CH:17][C:18]=1[CH:19]=O)[C:12]([O:14][CH3:15])=[O:13])[C:2]1[CH:7]=[CH:6][CH:5]=[CH:4][CH:3]=1.[NH:21]1[CH2:26][CH2:25][O:24][CH2:23][CH2:22]1.C(O)(=O)C.[Na]. The catalyst is C1COCC1.O. The product is [CH2:1]([O:8][C:9]1[CH:10]=[C:11]([CH:16]=[CH:17][C:18]=1[CH2:19][N:21]1[CH2:26][CH2:25][O:24][CH2:23][CH2:22]1)[C:12]([O:14][CH3:15])=[O:13])[C:2]1[CH:3]=[CH:4][CH:5]=[CH:6][CH:7]=1. The yield is 0.920.